From a dataset of Reaction yield outcomes from USPTO patents with 853,638 reactions. Predict the reaction yield, written as a fraction of the theoretical maximum amount of product (1.0 means a 100% yield; for example, 0.34 means a 34% yield). (1) The reactants are [NH2:1][C:2]1[C:3]([F:22])=[CH:4][C:5]([Cl:21])=[C:6]([C:8]2[C:9](=[O:20])[N:10]([CH3:19])[C:11]3[C:16]([CH:17]=2)=[CH:15][N:14]=[C:13](Cl)[CH:12]=3)[CH:7]=1.[CH3:23][O:24][C:25]1[CH:33]=[CH:32][C:28]([CH2:29][NH:30][CH3:31])=[CH:27][CH:26]=1. The product is [CH3:23][O:24][C:25]1[CH:33]=[CH:32][C:28]([CH2:29][N:30]([CH3:31])[C:13]2[CH:12]=[C:11]3[C:16]([CH:17]=[C:8]([C:6]4[CH:7]=[C:2]([NH2:1])[C:3]([F:22])=[CH:4][C:5]=4[Cl:21])[C:9](=[O:20])[N:10]3[CH3:19])=[CH:15][N:14]=2)=[CH:27][CH:26]=1. The yield is 0.890. The catalyst is CCOCC. (2) The reactants are [F:1][C:2]1[CH:8]=[CH:7][CH:6]=[CH:5][C:3]=1[NH2:4].Cl.Cl[CH2:11][CH2:12][NH:13][CH2:14][CH2:15]Cl.C(=O)([O-])[O-].[K+].[K+]. The catalyst is C(O)CCC.CO.C(Cl)(Cl)Cl. The product is [F:1][C:2]1[CH:8]=[CH:7][CH:6]=[CH:5][C:3]=1[N:4]1[CH2:15][CH2:14][NH:13][CH2:12][CH2:11]1. The yield is 0.310. (3) The reactants are [Br:1][C:2]1[S:6][C:5]([CH2:7][OH:8])=[N:4][N:3]=1.CN(C=O)C.N1C=CN=C1.[CH3:19][CH:20]([Si:22](Cl)([CH:26]([CH3:28])[CH3:27])[CH:23]([CH3:25])[CH3:24])[CH3:21]. The catalyst is CCOC(C)=O. The product is [Br:1][C:2]1[S:6][C:5]([CH2:7][O:8][Si:22]([CH:26]([CH3:28])[CH3:27])([CH:23]([CH3:25])[CH3:24])[CH:20]([CH3:21])[CH3:19])=[N:4][N:3]=1. The yield is 0.980.